Predict the product of the given reaction. From a dataset of Forward reaction prediction with 1.9M reactions from USPTO patents (1976-2016). (1) Given the reactants [Br:1][C:2](=[CH2:6])[CH2:3][CH2:4][OH:5].FC(F)(F)S(O[Si:13]([C:16]([CH3:19])([CH3:18])[CH3:17])([CH3:15])[CH3:14])(=O)=O.CCN(C(C)C)C(C)C, predict the reaction product. The product is: [Br:1][C:2](=[CH2:6])[CH2:3][CH2:4][O:5][Si:13]([C:16]([CH3:19])([CH3:18])[CH3:17])([CH3:15])[CH3:14]. (2) Given the reactants [CH3:1][N:2]1[CH2:7][CH2:6][N:5]([C:8]2[C:13]([CH2:14][CH:15]3[CH2:19][CH2:18][NH:17][C:16]3=[O:20])=[CH:12][CH:11]=[CH:10][N:9]=2)[CH2:4][CH2:3]1.Br[C:22]1[CH:27]=[CH:26][C:25]([C:28]([F:31])([F:30])[F:29])=[CH:24][CH:23]=1.CC1(C)C2C=CC=C(P(C3C=CC=CC=3)C3C=CC=CC=3)C=2OC2C1=CC=CC=2P(C1C=CC=CC=1)C1C=CC=CC=1.C(=O)([O-])[O-].[Cs+].[Cs+], predict the reaction product. The product is: [CH3:1][N:2]1[CH2:3][CH2:4][N:5]([C:8]2[C:13]([CH2:14][CH:15]3[CH2:19][CH2:18][N:17]([C:22]4[CH:27]=[CH:26][C:25]([C:28]([F:31])([F:30])[F:29])=[CH:24][CH:23]=4)[C:16]3=[O:20])=[CH:12][CH:11]=[CH:10][N:9]=2)[CH2:6][CH2:7]1. (3) The product is: [Br:22][C:14]1[N:11]2[CH2:12][CH2:13][N:8]([C:6]([O:5][C:1]([CH3:4])([CH3:3])[CH3:2])=[O:7])[CH2:9][C:10]2=[N:16][C:15]=1[C:17]([O:19][CH2:20][CH3:21])=[O:18]. Given the reactants [C:1]([O:5][C:6]([N:8]1[CH2:13][CH2:12][N:11]2[CH:14]=[C:15]([C:17]([O:19][CH2:20][CH3:21])=[O:18])[N:16]=[C:10]2[CH2:9]1)=[O:7])([CH3:4])([CH3:3])[CH3:2].[Br:22]Br.S(=O)(O)[O-].[Na+], predict the reaction product. (4) The product is: [F:1][C:2]1[CH:8]=[CH:7][C:5]([NH:6][C:10](=[O:14])[C:11]([CH3:13])=[CH2:12])=[CH:4][C:3]=1[CH3:9]. Given the reactants [F:1][C:2]1[CH:8]=[CH:7][C:5]([NH2:6])=[CH:4][C:3]=1[CH3:9].[C:10](Cl)(=[O:14])[C:11]([CH3:13])=[CH2:12], predict the reaction product. (5) Given the reactants [F:1][C:2]1[CH:7]=[CH:6][CH:5]=[C:4]([F:8])[C:3]=1[CH:9]([C:24]1[CH:29]=[CH:28][CH:27]=[CH:26][CH:25]=1)[O:10][C:11]1[CH:20]=[CH:19][C:18]([N+:21]([O-])=O)=[CH:17][C:12]=1[C:13]([O:15][CH3:16])=[O:14], predict the reaction product. The product is: [NH2:21][C:18]1[CH:19]=[CH:20][C:11]([O:10][CH:9]([C:3]2[C:4]([F:8])=[CH:5][CH:6]=[CH:7][C:2]=2[F:1])[C:24]2[CH:29]=[CH:28][CH:27]=[CH:26][CH:25]=2)=[C:12]([CH:17]=1)[C:13]([O:15][CH3:16])=[O:14]. (6) Given the reactants [Cl:1][C:2]1[C:24]([C:25]([F:28])([F:27])[F:26])=[CH:23][C:5]2[N:6]([CH:10]3[CH2:15][CH2:14][N:13](C(OC(C)(C)C)=O)[CH2:12][CH2:11]3)[C:7](=[O:9])[NH:8][C:4]=2[CH:3]=1.[ClH:29], predict the reaction product. The product is: [ClH:1].[Cl:1][C:2]1[C:24]([C:25]([F:26])([F:27])[F:28])=[CH:23][C:5]2[N:6]([CH:10]3[CH2:15][CH2:14][NH:13][CH2:12][CH2:11]3)[C:7](=[O:9])[NH:8][C:4]=2[CH:3]=1.[ClH:29].